Dataset: Experimentally validated miRNA-target interactions with 360,000+ pairs, plus equal number of negative samples. Task: Binary Classification. Given a miRNA mature sequence and a target amino acid sequence, predict their likelihood of interaction. (1) The miRNA is hsa-miR-4680-3p with sequence UCUGAAUUGUAAGAGUUGUUA. The protein sequence of the target gene is METESESSTLGDDSVFWLESEVIIQVTDCEEEEREEKFRKMKSSVHSEEDDFVPELHRNVHPRERPDWEETLSAMARGADVPEIPGDLTLKTCGSTASMKVKHVKKLPFTKGHFPKMAECAHFHYENVEFGSIQLSLSEEQNEVMKNGCESKELVYLVQIACQGKSWIVKRSYEDFRVLDKHLHLCIYDRRFSQLSELPRSDTLKDSPESVTQMLMAYLSRLSAIAGNKINCGPALTWMEIDNKGNHLLVHEESSINTPAVGAAHVIKRYTARAPDELTLEVGDIVSVIDMPPKVLSTWW.... Result: 0 (no interaction). (2) Result: 0 (no interaction). The protein sequence of the target gene is MSRINKNVVLALLTLTSSAFLLFQLYYYKHYLSARNGPGSSKSKGNRVGFDSTQWRAVKKFIMLTSSQNVPVFLIDPWILESINKNFEQVKNASQGPASECRFFCVPRDFTAFALQYHLWKNEDGWFRIAENMGFQCLKTESKDPRLDGIDSLSGTEIPLHYVCKLTTHAIHLVVFHERSGNYLWHGHLRLKGHMDRKFVPFRKLQFGRYPGAFDRPELQQVTVDGLDMLIPKDPGRFLEEVPHSRFIECRYKEARAFLQQYIDDNTVDAMVFRKRAKELLQLAAKTLKDLGVPFWLSSG.... The miRNA is hsa-miR-2117 with sequence UGUUCUCUUUGCCAAGGACAG. (3) The miRNA is mmu-miR-29c-3p with sequence UAGCACCAUUUGAAAUCGGUUA. The protein sequence of the target gene is MAASTMSVCSSDLSYGSRVCLPGSCDSCSDSWQVDDCPESCCEPPCCAPAPCLSLVCTPVSRVSSPCCPVTCEPSPCQSGCTSSCTPSCCQQSSCQLACCASSPCQQACCVPVCCKTVCCKPVCCVSVCCGDSSCCQQSSCQSACCTSSPCQQACCVPVCCKPVCSGISSSCCQQSSCVSCVSSPCCQAVCEPSPCQSGCTSSCTPSCCQQSSCQPTCCTSSPCQQACCVPVCCVPVCCVPTCSEDSSSCCQQSSCQPACCTSSPCQHACCVPVCSGASTSCCQQSSCQPACCTASCCRP.... Result: 0 (no interaction).